This data is from Catalyst prediction with 721,799 reactions and 888 catalyst types from USPTO. The task is: Predict which catalyst facilitates the given reaction. (1) Reactant: [CH3:1][O:2][C:3]1[CH:8]=[CH:7][C:6]([N+:9]([O-:11])=[O:10])=[CH:5][C:4]=1[CH2:12][C:13]([OH:15])=O.C(Cl)CCl.C[CH2:21][N:22](CC)[CH2:23]C.Cl.CNC. Product: [CH3:1][O:2][C:3]1[CH:8]=[CH:7][C:6]([N+:9]([O-:11])=[O:10])=[CH:5][C:4]=1[CH2:12][C:13]([N:22]([CH3:23])[CH3:21])=[O:15]. The catalyst class is: 2. (2) Reactant: [CH3:1][O:2][C:3](=[O:8])[CH:4]=[C:5]([NH2:7])[CH3:6].[CH2:9]([O:11][C:12](=[O:16])[N:13]=[C:14]=[O:15])[CH3:10]. Product: [CH3:1][O:2][C:3](=[O:8])[C:4]([C:14](=[O:15])[NH:13][C:12]([O:11][CH2:9][CH3:10])=[O:16])=[C:5]([NH2:7])[CH3:6]. The catalyst class is: 28. (3) Reactant: [C:1]([C:3]1[CH:8]=[CH:7][C:6]([N:9]2[C:17]3[CH:16]=[CH:15][CH:14]=[C:13]([C:18](O)=[O:19])[C:12]=3[C:11]([CH3:21])=[N:10]2)=[CH:5][C:4]=1[NH:22][C@H:23]1[CH2:28][CH2:27][C@H:26]([OH:29])[CH2:25][CH2:24]1)#[N:2].[CH:30]1[C:35]([F:36])=[CH:34][C:33]([NH2:37])=[C:32]([NH2:38])[CH:31]=1.F[B-](F)(F)F.C(OC(C(=NOC(N(C)C)=[N+](C)C)C#N)=O)C.C(N(C(C)C)CC)(C)C. Product: [NH2:37][C:33]1[CH:34]=[C:35]([F:36])[CH:30]=[CH:31][C:32]=1[NH:38][C:18]([C:13]1[C:12]2[C:11]([CH3:21])=[N:10][N:9]([C:6]3[CH:7]=[CH:8][C:3]([C:1]#[N:2])=[C:4]([NH:22][C@H:23]4[CH2:24][CH2:25][C@H:26]([OH:29])[CH2:27][CH2:28]4)[CH:5]=3)[C:17]=2[CH:16]=[CH:15][CH:14]=1)=[O:19]. The catalyst class is: 9.